This data is from Catalyst prediction with 721,799 reactions and 888 catalyst types from USPTO. The task is: Predict which catalyst facilitates the given reaction. Reactant: [C:1]([C:5]1[CH:6]=[C:7]([CH2:22][OH:23])[C:8]([O:20][CH3:21])=[C:9]([NH:11][C:12](=[O:19])OCC(Cl)(Cl)Cl)[CH:10]=1)([CH3:4])([CH3:3])[CH3:2].[NH2:24][C@@H:25]1[CH2:33][C:32]2[C:27](=[CH:28][CH:29]=[CH:30][CH:31]=2)[C@@H:26]1[OH:34].C(O)(=O)[C@@H]([C@H](C(O)=O)O)O.C(N(CC)C(C)C)(C)C. Product: [C:1]([C:5]1[CH:6]=[C:7]([CH2:22][OH:23])[C:8]([O:20][CH3:21])=[C:9]([NH:11][C:12]([NH:24][C@@H:25]2[CH2:33][C:32]3[C:27](=[CH:28][CH:29]=[CH:30][CH:31]=3)[C@@H:26]2[OH:34])=[O:19])[CH:10]=1)([CH3:2])([CH3:3])[CH3:4]. The catalyst class is: 10.